Task: Predict which catalyst facilitates the given reaction.. Dataset: Catalyst prediction with 721,799 reactions and 888 catalyst types from USPTO (1) The catalyst class is: 16. Reactant: Br[C:2]1[CH:7]=[CH:6][C:5]([N:8]2[C:12](=[O:13])[NH:11][C:10]([C:14]3[C:19]([F:20])=[CH:18][CH:17]=[CH:16][C:15]=3[Cl:21])=[N:9]2)=[CH:4][CH:3]=1.[F:22][C:23]([F:34])([F:33])[C:24]1[N:29]=[CH:28][C:27](B(O)O)=[CH:26][CH:25]=1.C([O-])([O-])=O.[K+].[K+]. Product: [Cl:21][C:15]1[CH:16]=[CH:17][CH:18]=[C:19]([F:20])[C:14]=1[C:10]1[NH:11][C:12](=[O:13])[N:8]([C:5]2[CH:6]=[CH:7][C:2]([C:27]3[CH:28]=[N:29][C:24]([C:23]([F:34])([F:33])[F:22])=[CH:25][CH:26]=3)=[CH:3][CH:4]=2)[N:9]=1. (2) Reactant: [CH3:1][S:2](Cl)(=[O:4])=[O:3].[N:6]1([C:13]([O:15][C:16]([CH3:19])([CH3:18])[CH3:17])=[O:14])[CH2:12][CH2:11][CH2:10][NH:9][CH2:8][CH2:7]1.C(N(CC)CC)C. Product: [CH3:1][S:2]([N:9]1[CH2:10][CH2:11][CH2:12][N:6]([C:13]([O:15][C:16]([CH3:19])([CH3:18])[CH3:17])=[O:14])[CH2:7][CH2:8]1)(=[O:4])=[O:3]. The catalyst class is: 4. (3) Reactant: [CH2:1]([N:8]1[CH2:16][CH:15]2[CH:10]([NH:11][CH2:12][CH2:13][CH2:14]2)[CH2:9]1)[C:2]1[CH:7]=[CH:6][CH:5]=[CH:4][CH:3]=1.C([O-])([O-])=O.[Na+].[Na+].[CH3:23][C:24]([O:27][C:28](O[C:28]([O:27][C:24]([CH3:26])([CH3:25])[CH3:23])=[O:29])=[O:29])([CH3:26])[CH3:25]. Product: [CH2:1]([N:8]1[CH2:16][CH:15]2[CH:10]([N:11]([C:28]([O:27][C:24]([CH3:26])([CH3:25])[CH3:23])=[O:29])[CH2:12][CH2:13][CH2:14]2)[CH2:9]1)[C:2]1[CH:3]=[CH:4][CH:5]=[CH:6][CH:7]=1. The catalyst class is: 20. (4) Reactant: [N+:1]([C:4]1[CH:14]=[CH:13][C:7]([CH:8]=[CH:9][C:10]([OH:12])=[O:11])=[C:6]([F:15])[CH:5]=1)([O-])=O.C(O)C.[H][H]. Product: [NH2:1][C:4]1[CH:14]=[CH:13][C:7]([CH2:8][CH2:9][C:10]([OH:12])=[O:11])=[C:6]([F:15])[CH:5]=1. The catalyst class is: 78. (5) Reactant: C(O[C:6](=O)[N:7](C)[CH:8]1[C:17]2[C:12](=[CH:13][C:14]([CH2:18][N:19]3[CH2:24][CH2:23][CH2:22][CH2:21][CH2:20]3)=[CH:15][CH:16]=2)[O:11][CH2:10][CH2:9]1)(C)(C)C. Product: [CH3:6][NH:7][CH:8]1[C:17]2[C:12](=[CH:13][C:14]([CH2:18][N:19]3[CH2:24][CH2:23][CH2:22][CH2:21][CH2:20]3)=[CH:15][CH:16]=2)[O:11][CH2:10][CH2:9]1. The catalyst class is: 818.